This data is from Forward reaction prediction with 1.9M reactions from USPTO patents (1976-2016). The task is: Predict the product of the given reaction. (1) Given the reactants [F:1][C:2]1[CH:27]=[CH:26][CH:25]=[C:24]([F:28])[C:3]=1[C:4]([NH:6][C:7]1[CH:11]=[CH:10][N:9]([CH2:12][C:13]2[CH:18]=[CH:17][C:16]([OH:19])=[CH:15][C:14]=2[C:20]([F:23])([F:22])[F:21])[N:8]=1)=[O:5].[C:29](=[O:32])([O-])[O-:30].[Cs+].[Cs+].Br.Br[CH2:37][C:38]1[CH:39]=[N:40][CH:41]=[CH:42][CH:43]=1, predict the reaction product. The product is: [F:21][C:20]([F:23])([F:22])[C:29]([OH:30])=[O:32].[F:28][C:24]1[CH:25]=[CH:26][CH:27]=[C:2]([F:1])[C:3]=1[C:4]([NH:6][C:7]1[CH:11]=[CH:10][N:9]([CH2:12][C:13]2[CH:18]=[CH:17][C:16]([O:19][CH2:37][C:38]3[CH:39]=[N:40][CH:41]=[CH:42][CH:43]=3)=[CH:15][C:14]=2[C:20]([F:23])([F:21])[F:22])[N:8]=1)=[O:5]. (2) Given the reactants [C:1]([O:5][C:6]([NH:8][C@@H:9]([CH2:12][C:13]1[CH:18]=[CH:17][CH:16]=[CH:15][CH:14]=1)[CH2:10][OH:11])=[O:7])([CH3:4])([CH3:3])[CH3:2].C(N(CC)CC)C.[CH3:26][S:27](Cl)(=[O:29])=[O:28], predict the reaction product. The product is: [CH3:26][S:27]([O:11][CH2:10][C@@H:9]([NH:8][C:6]([O:5][C:1]([CH3:4])([CH3:2])[CH3:3])=[O:7])[CH2:12][C:13]1[CH:14]=[CH:15][CH:16]=[CH:17][CH:18]=1)(=[O:29])=[O:28]. (3) Given the reactants Br[C:2]1[C:10]2[N:9]3[CH2:11][CH2:12][NH:13][C:14](=[O:15])[C:8]3=[CH:7][C:6]=2[CH:5]=[C:4]([CH3:16])[CH:3]=1.[CH3:17]B1OB(C)OB(C)O1, predict the reaction product. The product is: [CH3:17][C:2]1[C:10]2[N:9]3[CH2:11][CH2:12][NH:13][C:14](=[O:15])[C:8]3=[CH:7][C:6]=2[CH:5]=[C:4]([CH3:16])[CH:3]=1. (4) Given the reactants [F:1][C:2]1[CH:7]=[CH:6][C:5]([C:8](=O)[CH2:9][S:10]([CH3:13])(=[O:12])=[O:11])=[CH:4][CH:3]=1.[CH3:15][NH:16][NH2:17], predict the reaction product. The product is: [F:1][C:2]1[CH:7]=[CH:6][C:5]([C:8](=[N:17][NH:16][CH3:15])[CH2:9][S:10]([CH3:13])(=[O:12])=[O:11])=[CH:4][CH:3]=1.